Dataset: Full USPTO retrosynthesis dataset with 1.9M reactions from patents (1976-2016). Task: Predict the reactants needed to synthesize the given product. (1) Given the product [CH3:55][O:56][CH2:57][C:58]1[N:5]=[C:6]([NH:9][C:10](=[O:30])[C@@H:11]([N:16]2[CH2:20][C:19]([O:21][C:22]3[CH:27]=[CH:26][CH:25]=[CH:24][C:23]=3[Cl:28])=[CH:18][C:17]2=[O:29])[CH2:12][CH:13]([CH3:15])[CH3:14])[S:60][N:59]=1, predict the reactants needed to synthesize it. The reactants are: OC(C)(C)CN1C=C[C:6]([NH:9][C:10](=[O:30])[C@@H:11]([N:16]2[CH2:20][C:19]([O:21][C:22]3[CH:27]=[CH:26][CH:25]=[CH:24][C:23]=3[Cl:28])=[CH:18][C:17]2=[O:29])[CH2:12][CH:13]([CH3:15])[CH3:14])=[N:5]1.Cl.CN(C)CCCN=C=NCC.ON1C2C=CC=CC=2N=N1.[CH3:55][O:56][CH2:57][C:58]1N=C(N)[S:60][N:59]=1. (2) Given the product [Cl:1][C:2]1[C:3]([F:27])=[C:4]([NH:8][C:9]2[C:18]3[C:13](=[CH:14][C:15]([O:25][CH3:26])=[C:16]([CH2:19][N:20]([CH2:21][CH2:22][O:23][CH3:24])[C@@H:33]([C:31]([OH:32])=[O:30])[CH3:34])[CH:17]=3)[N:12]=[CH:11][N:10]=2)[CH:5]=[CH:6][CH:7]=1, predict the reactants needed to synthesize it. The reactants are: [Cl:1][C:2]1[C:3]([F:27])=[C:4]([NH:8][C:9]2[C:18]3[C:13](=[CH:14][C:15]([O:25][CH3:26])=[C:16]([CH2:19][NH:20][CH2:21][CH2:22][O:23][CH3:24])[CH:17]=3)[N:12]=[CH:11][N:10]=2)[CH:5]=[CH:6][CH:7]=1.CC[O:30][C:31]([C@@H:33](OS(C(F)(F)F)(=O)=O)[CH3:34])=[O:32]. (3) Given the product [CH2:14]([N:3]([CH2:1][CH3:2])[C:4]1[CH:5]=[C:6]([C:7]2[O:9][N:34]=[C:31]([C:27]3[CH:28]=[C:29]([CH3:30])[C:24]([CH2:23][CH2:22][C:21]([OH:37])=[O:20])=[C:25]([CH2:35][CH3:36])[CH:26]=3)[N:32]=2)[CH:10]=[C:11]([CH3:13])[N:12]=1)[CH3:15], predict the reactants needed to synthesize it. The reactants are: [CH2:1]([N:3]([CH2:14][CH3:15])[C:4]1[CH:5]=[C:6]([CH:10]=[C:11]([CH3:13])[N:12]=1)[C:7]([OH:9])=O)[CH3:2].C([O:20][C:21](=[O:37])[CH2:22][CH2:23][C:24]1[C:29]([CH3:30])=[CH:28][C:27]([C:31](=[NH:34])[NH:32]O)=[CH:26][C:25]=1[CH2:35][CH3:36])(C)(C)C.